From a dataset of Peptide-MHC class I binding affinity with 185,985 pairs from IEDB/IMGT. Regression. Given a peptide amino acid sequence and an MHC pseudo amino acid sequence, predict their binding affinity value. This is MHC class I binding data. The peptide sequence is STATLCLGHH. The MHC is HLA-A31:01 with pseudo-sequence HLA-A31:01. The binding affinity (normalized) is 0.0867.